This data is from Reaction yield outcomes from USPTO patents with 853,638 reactions. The task is: Predict the reaction yield, written as a fraction of the theoretical maximum amount of product (1.0 means a 100% yield; for example, 0.34 means a 34% yield). (1) The reactants are [CH3:1][O:2][C:3]1[CH:11]=[C:10]([CH3:12])[CH:9]=[CH:8][C:4]=1[C:5]([NH2:7])=O.B.O1CCCC1.Cl.O. The catalyst is C1COCC1. The product is [CH3:1][O:2][C:3]1[CH:11]=[C:10]([CH3:12])[CH:9]=[CH:8][C:4]=1[CH2:5][NH2:7]. The yield is 0.640. (2) The reactants are Br[C:2]1[N:6]([CH:7]([CH3:9])[CH3:8])[C:5]2[CH:10]([C:22]3[CH:27]=[CH:26][C:25]([Cl:28])=[CH:24][CH:23]=3)[N:11]([C:14]3[CH:19]=[CH:18][C:17](=[O:20])[N:16]([CH3:21])[CH:15]=3)[C:12](=[O:13])[C:4]=2[N:3]=1.C([Sn](CCCC)(CCCC)[C:34]1[CH:39]=[CH:38][CH:37]=[CH:36][N:35]=1)CCC.[F-].[Cs+]. The catalyst is CC(N(C)C)=O. The product is [Cl:28][C:25]1[CH:26]=[CH:27][C:22]([CH:10]2[C:5]3[N:6]([CH:7]([CH3:9])[CH3:8])[C:2]([C:34]4[CH:39]=[CH:38][CH:37]=[CH:36][N:35]=4)=[N:3][C:4]=3[C:12](=[O:13])[N:11]2[C:14]2[CH:19]=[CH:18][C:17](=[O:20])[N:16]([CH3:21])[CH:15]=2)=[CH:23][CH:24]=1. The yield is 0.260.